Dataset: NCI-60 drug combinations with 297,098 pairs across 59 cell lines. Task: Regression. Given two drug SMILES strings and cell line genomic features, predict the synergy score measuring deviation from expected non-interaction effect. (1) Drug 1: CC1=C(C=C(C=C1)NC2=NC=CC(=N2)N(C)C3=CC4=NN(C(=C4C=C3)C)C)S(=O)(=O)N.Cl. Drug 2: C1CCC(C(C1)N)N.C(=O)(C(=O)[O-])[O-].[Pt+4]. Cell line: UACC62. Synergy scores: CSS=8.25, Synergy_ZIP=-2.70, Synergy_Bliss=-0.839, Synergy_Loewe=-26.7, Synergy_HSA=-0.603. (2) Drug 1: CCCCCOC(=O)NC1=NC(=O)N(C=C1F)C2C(C(C(O2)C)O)O. Drug 2: C1C(C(OC1N2C=NC3=C2NC=NCC3O)CO)O. Cell line: HS 578T. Synergy scores: CSS=-1.56, Synergy_ZIP=5.17, Synergy_Bliss=6.56, Synergy_Loewe=-2.82, Synergy_HSA=-1.66.